From a dataset of Catalyst prediction with 721,799 reactions and 888 catalyst types from USPTO. Predict which catalyst facilitates the given reaction. (1) Reactant: Br[C:2]1[S:3][C:4]([CH2:8][O:9][C:10]2[CH:15]=[CH:14][C:13]([C:16]3[NH:17][O:18][C:19](=[O:21])[N:20]=3)=[C:12]([Cl:22])[CH:11]=2)=[C:5]([CH3:7])[N:6]=1.[S:23]1[C:27](B(O)O)=[CH:26][C:25]2[CH:31]=[CH:32][CH:33]=[CH:34][C:24]1=2.C(=O)([O-])[O-].[Cs+].[Cs+]. Product: [S:23]1[C:27]([C:2]2[S:3][C:4]([CH2:8][O:9][C:10]3[CH:15]=[CH:14][C:13]([C:16]4[NH:17][O:18][C:19](=[O:21])[N:20]=4)=[C:12]([Cl:22])[CH:11]=3)=[C:5]([CH3:7])[N:6]=2)=[CH:26][C:25]2[CH:31]=[CH:32][CH:33]=[CH:34][C:24]1=2. The catalyst class is: 35. (2) Product: [F:38][C:37]([F:40])([F:39])[C:35]([OH:41])=[O:36].[Cl:24][C:25]1[CH:30]=[CH:29][CH:28]=[CH:27][C:26]=1[S:31]([N:11]1[C:12]2[C:8](=[C:7]3[CH2:1][NH:2][CH2:3][CH2:4][O:5][C:6]3=[CH:14][CH:13]=2)[CH:9]=[CH:10]1)(=[O:33])=[O:32]. The catalyst class is: 3. Reactant: [CH2:1]1[C:7]2=[C:8]3[C:12](=[CH:13][CH:14]=[C:6]2[O:5][CH2:4][CH2:3][N:2]1C(OC(C)(C)C)=O)[NH:11][CH:10]=[CH:9]3.[H-].[Na+].[Cl:24][C:25]1[CH:30]=[CH:29][CH:28]=[CH:27][C:26]=1[S:31](Cl)(=[O:33])=[O:32].[C:35]([OH:41])([C:37]([F:40])([F:39])[F:38])=[O:36].